Dataset: Forward reaction prediction with 1.9M reactions from USPTO patents (1976-2016). Task: Predict the product of the given reaction. (1) Given the reactants [Cl:1][C:2]1[CH:7]=[CH:6][CH:5]=[C:4]([Cl:8])[C:3]=1[C:9]1[NH:10][C:11]2[CH:17]=[C:16]([C:18]([OH:20])=O)[CH:15]=[CH:14][C:12]=2[N:13]=1.[CH3:21][NH:22][C:23]1[CH:28]=[CH:27][CH:26]=[C:25]([Cl:29])[CH:24]=1.F[P-](F)(F)(F)(F)F.N1(O[P+](N(C)C)(N(C)C)N(C)C)C2C=CC=CC=2N=N1.CCN(C(C)C)C(C)C.[OH-].[Na+], predict the reaction product. The product is: [Cl:29][C:25]1[CH:24]=[C:23]([N:22]([CH3:21])[C:18]([C:16]2[CH:15]=[CH:14][C:12]3[N:13]=[C:9]([C:3]4[C:2]([Cl:1])=[CH:7][CH:6]=[CH:5][C:4]=4[Cl:8])[NH:10][C:11]=3[CH:17]=2)=[O:20])[CH:28]=[CH:27][CH:26]=1. (2) Given the reactants [Cl:1][C:2]1[CH:10]=[C:9]2[C:5]([C:6]([CH2:13][OH:14])([CH2:11][OH:12])[CH2:7][NH:8]2)=[CH:4][CH:3]=1.[C:15](O[C:15]([O:17][C:18]([CH3:21])([CH3:20])[CH3:19])=[O:16])([O:17][C:18]([CH3:21])([CH3:20])[CH3:19])=[O:16], predict the reaction product. The product is: [C:18]([O:17][C:15]([N:8]1[C:9]2[C:5](=[CH:4][CH:3]=[C:2]([Cl:1])[CH:10]=2)[C:6]([CH2:11][OH:12])([CH2:13][OH:14])[CH2:7]1)=[O:16])([CH3:21])([CH3:20])[CH3:19]. (3) The product is: [CH3:1][O:2][C:3]1[C:8]([O:9][CH2:10][CH2:11][NH:12][CH2:13][CH:14]([OH:30])[CH2:15][O:16][C:17]2[C:22]3[C:23]4[C:28]([NH:29][C:21]=3[CH:20]=[CH:19][CH:18]=2)=[CH:27][CH:26]=[CH:25][CH:24]=4)=[CH:7][CH:6]=[CH:5][CH:4]=1.[OH2:33].[OH:34][P:32]([OH:36])([OH:35])=[O:33]. Given the reactants [CH3:1][O:2][C:3]1[CH:4]=[CH:5][CH:6]=[CH:7][C:8]=1[O:9][CH2:10][CH2:11][NH:12][CH2:13][CH:14]([OH:30])[CH2:15][O:16][C:17]1[CH:18]=[CH:19][CH:20]=[C:21]2[NH:29][C:28]3[CH:27]=[CH:26][CH:25]=[CH:24][C:23]=3[C:22]=12.O.[P:32]([O-:36])([O-:35])([OH:34])=[O:33].[K+].[K+].Cl, predict the reaction product. (4) Given the reactants [Si]([O:8][C:9]1[CH:10]=[C:11]([CH:17]=[CH:18][C:19]=1[O:20][CH3:21])[CH2:12][CH2:13][C:14]([OH:16])=[S:15])(C(C)(C)C)(C)C.[F-].C([N+](CCCC)(CCCC)CCCC)CCC.CO.O, predict the reaction product. The product is: [OH:8][C:9]1[CH:10]=[C:11]([CH:17]=[CH:18][C:19]=1[O:20][CH3:21])[CH2:12][CH2:13][C:14]([OH:16])=[S:15]. (5) Given the reactants [CH3:1][O:2][CH2:3][CH2:4][CH2:5][S:6]([C:9]1[CH:14]=[CH:13][C:12]([C:15]2[CH:20]=[CH:19][C:18]([CH2:21][CH2:22][N:23]3[CH2:27][CH2:26][CH2:25][C@H:24]3[CH3:28])=[CH:17][CH:16]=2)=[CH:11][CH:10]=1)(=[O:8])=[O:7].[C:29]([OH:41])(=[O:40])[CH2:30][C:31]([CH2:36][C:37]([OH:39])=[O:38])([C:33]([OH:35])=[O:34])[OH:32], predict the reaction product. The product is: [C:29]([OH:41])(=[O:40])[CH2:30][C:31]([CH2:36][C:37]([OH:39])=[O:38])([C:33]([OH:35])=[O:34])[OH:32].[CH3:1][O:2][CH2:3][CH2:4][CH2:5][S:6]([C:9]1[CH:14]=[CH:13][C:12]([C:15]2[CH:20]=[CH:19][C:18]([CH2:21][CH2:22][N:23]3[CH2:27][CH2:26][CH2:25][C@H:24]3[CH3:28])=[CH:17][CH:16]=2)=[CH:11][CH:10]=1)(=[O:8])=[O:7].